From a dataset of Forward reaction prediction with 1.9M reactions from USPTO patents (1976-2016). Predict the product of the given reaction. (1) Given the reactants [O-]CC.[Na+].C(O)(=O)C.[CH3:9][CH:10]([CH3:15])[CH2:11][C:12](=[NH:14])[NH2:13].Cl.C(O[C:20](=[NH:27])[CH2:21][C:22](OCC)=[O:23])C.Cl, predict the reaction product. The product is: [NH2:27][C:20]1[N:13]=[C:12]([CH2:11][CH:10]([CH3:15])[CH3:9])[N:14]=[C:22]([OH:23])[CH:21]=1. (2) Given the reactants [CH2:1]1[O:5][C:4]2[CH:6]=[C:7]([OH:10])[CH:8]=[CH:9][C:3]=2[O:2]1.Cl[Sn](Cl)(Cl)Cl.[CH:16]([O:19]C)(Cl)Cl, predict the reaction product. The product is: [OH:10][C:7]1[C:8]([CH:16]=[O:19])=[CH:9][C:3]2[O:2][CH2:1][O:5][C:4]=2[CH:6]=1.